Dataset: Catalyst prediction with 721,799 reactions and 888 catalyst types from USPTO. Task: Predict which catalyst facilitates the given reaction. (1) Reactant: [C:1]([O:5][C:6](=[O:15])[NH:7][C:8]1[CH:13]=[C:12]([CH3:14])[CH:11]=[CH:10][N:9]=1)([CH3:4])([CH3:3])[CH3:2].Br[CH2:17][CH:18]1[CH2:22][NH:21][C:20](=[O:23])[CH2:19]1.[H-].[Na+].[Na].[Br-]. Product: [C:1]([O:5][C:6](=[O:15])[N:7]([C:8]1[CH:13]=[C:12]([CH3:14])[CH:11]=[CH:10][N:9]=1)[CH2:17][CH:18]1[CH2:19][C:20](=[O:23])[NH:21][CH2:22]1)([CH3:4])([CH3:3])[CH3:2]. The catalyst class is: 3. (2) Reactant: C1(C2[C@H]3CC[C@@H](C=2)C(C2C=CC=CC=2)=C3)C=CC=CC=1.[CH3:21][O:22][C:23]1[CH:24]=[C:25](B(O)O)[CH:26]=[CH:27][CH:28]=1.[CH3:32][CH2:33]/[CH:34]=[C:35](/[CH:37]=[O:38])\[CH3:36].CN1CCOCC1. Product: [CH3:21][O:22][C:23]1[CH:24]=[C:25]([C@H:34]([CH2:33][CH3:32])[C@@H:35]([CH3:36])[CH:37]=[O:38])[CH:26]=[CH:27][CH:28]=1. The catalyst class is: 72. (3) Reactant: Br[C:2]1[CH:28]=[CH:27][C:5]2[N:6]=[C:7]([NH:15][C:16]3[C:21]([Cl:22])=[CH:20][C:19]([CH:23]([OH:25])[CH3:24])=[CH:18][C:17]=3[Cl:26])[C:8]3[CH:9]=[CH:10][NH:11][C:12](=[O:14])[C:13]=3[C:4]=2[CH:3]=1.C(=O)([O-])[O-].[Na+].[Na+].[CH3:35][N:36]1[CH:40]=[C:39](B2OC(C)(C)C(C)(C)O2)[CH:38]=[N:37]1. Product: [Cl:26][C:17]1[CH:18]=[C:19]([CH:23]([OH:25])[CH3:24])[CH:20]=[C:21]([Cl:22])[C:16]=1[NH:15][C:7]1[C:8]2[CH:9]=[CH:10][NH:11][C:12](=[O:14])[C:13]=2[C:4]2[CH:3]=[C:2]([C:39]3[CH:38]=[N:37][N:36]([CH3:35])[CH:40]=3)[CH:28]=[CH:27][C:5]=2[N:6]=1. The catalyst class is: 128. (4) Reactant: C([O:3][C:4](=[O:38])[CH2:5][C:6]1[CH:11]=[CH:10][C:9]([C:12]2[CH:17]=[CH:16][C:15]([C:18]3[O:22][N:21]=[C:20]([CH3:23])[C:19]=3[NH:24][C:25]([O:27][C@@H:28]([C:30]3[CH:35]=[CH:34][CH:33]=[CH:32][C:31]=3[F:36])[CH3:29])=[O:26])=[CH:14][C:13]=2[CH3:37])=[CH:8][CH:7]=1)C.[OH-].[Li+]. Product: [F:36][C:31]1[CH:32]=[CH:33][CH:34]=[CH:35][C:30]=1[C@H:28]([O:27][C:25]([NH:24][C:19]1[C:20]([CH3:23])=[N:21][O:22][C:18]=1[C:15]1[CH:16]=[CH:17][C:12]([C:9]2[CH:8]=[CH:7][C:6]([CH2:5][C:4]([OH:38])=[O:3])=[CH:11][CH:10]=2)=[C:13]([CH3:37])[CH:14]=1)=[O:26])[CH3:29]. The catalyst class is: 24. (5) Reactant: [CH3:1][CH:2]1[C:10]([CH3:12])([CH3:11])[C:9]2[C:4](=[CH:5][CH:6]=[C:7]([C:13]3[CH:18]=[CH:17][CH:16]=[C:15]([N+:19]([O-:21])=[O:20])[CH:14]=3)[CH:8]=2)[NH:3]1.O1CCOCC1.[ClH:28].O1CCOCC1. Product: [ClH:28].[CH3:1][CH:2]1[C:10]([CH3:12])([CH3:11])[C:9]2[C:4](=[CH:5][CH:6]=[C:7]([C:13]3[CH:18]=[CH:17][CH:16]=[C:15]([N+:19]([O-:21])=[O:20])[CH:14]=3)[CH:8]=2)[NH:3]1. The catalyst class is: 28. (6) Reactant: C[N:2](C)[CH:3]=[CH:4][C:5]([C:7]1[C:12](=[O:13])[CH:11]=[CH:10][N:9]([C:14]2[CH:19]=[CH:18][CH:17]=[C:16]([C:20]([F:23])([F:22])[F:21])[CH:15]=2)[N:8]=1)=O.Cl.[CH3:26][C:27]1[CH:28]=[C:29]([NH:33]N)[CH:30]=[CH:31][CH:32]=1.CCN(CC)CC. Product: [CH3:26][C:27]1[CH:28]=[C:29]([N:33]2[C:5]([C:7]3[C:12](=[O:13])[CH:11]=[CH:10][N:9]([C:14]4[CH:19]=[CH:18][CH:17]=[C:16]([C:20]([F:23])([F:22])[F:21])[CH:15]=4)[N:8]=3)=[CH:4][CH:3]=[N:2]2)[CH:30]=[CH:31][CH:32]=1. The catalyst class is: 8. (7) The catalyst class is: 26. Product: [Cl:5][C:6]1[CH:7]=[C:8]([CH:12]=[CH:13][CH:14]=1)[C:9]([C:20]1[N:16]([CH3:15])[C:17]([CH2:21][C:22]#[N:23])=[CH:18][CH:19]=1)=[O:10]. Reactant: [Cl-].[Al+3].[Cl-].[Cl-].[Cl:5][C:6]1[CH:7]=[C:8]([CH:12]=[CH:13][CH:14]=1)[C:9](Cl)=[O:10].[CH3:15][N:16]1[CH:20]=[CH:19][CH:18]=[C:17]1[CH2:21][C:22]#[N:23]. (8) Reactant: [Br:1][C:2]1[C:7]([OH:8])=[CH:6][CH:5]=[C:4]([CH2:9][OH:10])[N:3]=1.[C:11]([O-])([O-])=O.[K+].[K+].IC. Product: [Br:1][C:2]1[N:3]=[C:4]([CH2:9][OH:10])[CH:5]=[CH:6][C:7]=1[O:8][CH3:11]. The catalyst class is: 21. (9) Reactant: [CH3:1][O:2][C:3](=[O:14])[CH2:4][CH2:5][C:6]1[CH:11]=[CH:10][C:9]([OH:12])=[CH:8][C:7]=1[CH3:13].C(=O)([O-])[O-].[Ca+2].[Br:20]Br.S(=O)(O)[O-].[Na+]. Product: [CH3:1][O:2][C:3](=[O:14])[CH2:4][CH2:5][C:6]1[CH:11]=[C:10]([Br:20])[C:9]([OH:12])=[CH:8][C:7]=1[CH3:13]. The catalyst class is: 34.